This data is from Retrosynthesis with 50K atom-mapped reactions and 10 reaction types from USPTO. The task is: Predict the reactants needed to synthesize the given product. (1) Given the product CC(C)(CO)Oc1ccc2c(c1)C(=CCCN1CCC(O)(c3ccc(Cl)cc3)C(C)(C)C1)c1cccnc1CO2, predict the reactants needed to synthesize it. The reactants are: CCOC(=O)C(C)(C)Oc1ccc2c(c1)C(=CCCN1CCC(O)(c3ccc(Cl)cc3)C(C)(C)C1)c1cccnc1CO2. (2) Given the product O=C(O)c1cccnc1Oc1ccc(F)cc1, predict the reactants needed to synthesize it. The reactants are: CCOC(=O)c1cccnc1Oc1ccc(F)cc1. (3) Given the product CC(C)(C)Sc1ncnc2c(C3=CC(=O)CC3)csc12, predict the reactants needed to synthesize it. The reactants are: CC(C)(C)Sc1ncnc2c(Br)csc12.CC1(C)OB(C2=CC(=O)CC2)OC1(C)C.